From a dataset of Forward reaction prediction with 1.9M reactions from USPTO patents (1976-2016). Predict the product of the given reaction. (1) Given the reactants [NH2:1][C:2]1[C:9]([C:10]([F:13])([F:12])[F:11])=[CH:8][C:5]([C:6]#N)=[CH:4][C:3]=1[C:14]([F:17])([F:16])[F:15].C(O)=[O:19], predict the reaction product. The product is: [NH2:1][C:2]1[C:9]([C:10]([F:13])([F:12])[F:11])=[CH:8][C:5]([CH:6]=[O:19])=[CH:4][C:3]=1[C:14]([F:17])([F:16])[F:15]. (2) Given the reactants [C:1]([CH:5]([CH:7]([C:9]([O:11]C)=[O:10])[OH:8])[OH:6])([O:3]C)=[O:2].Cl[CH2:14][C:15]1[NH:16][C:17](=[O:41])[C:18]2[S:23][C:22]([N:24]3[CH2:29][CH2:28][CH:27]([O:30][C:31]4[CH:36]=[CH:35][CH:34]=[CH:33][C:32]=4[C:37]([F:40])([F:39])[F:38])[CH2:26][CH2:25]3)=[N:21][C:19]=2[N:20]=1.[H-].[Na+].C(O)=O, predict the reaction product. The product is: [OH:8][CH:7]([CH:5]([O:6][CH2:14][C:15]1[NH:16][C:17](=[O:41])[C:18]2[S:23][C:22]([N:24]3[CH2:25][CH2:26][CH:27]([O:30][C:31]4[CH:36]=[CH:35][CH:34]=[CH:33][C:32]=4[C:37]([F:38])([F:40])[F:39])[CH2:28][CH2:29]3)=[N:21][C:19]=2[N:20]=1)[C:1]([OH:3])=[O:2])[C:9]([OH:11])=[O:10]. (3) Given the reactants [Cl-].O[NH3+:3].[C:4](=[O:7])([O-])[OH:5].[Na+].CS(C)=O.[CH3:13][C:14]1[N:15]([C:39]2[CH:44]=[CH:43][C:42]([O:45][C:46]([F:49])([F:48])[F:47])=[CH:41][CH:40]=2)[C:16](=[O:38])[C:17]([CH2:23][C:24]2[CH:29]=[CH:28][C:27]([C:30]3[C:31]([C:36]#[N:37])=[CH:32][CH:33]=[CH:34][CH:35]=3)=[CH:26][CH:25]=2)=[C:18]([CH2:20][CH2:21][CH3:22])[N:19]=1, predict the reaction product. The product is: [CH3:13][C:14]1[N:15]([C:39]2[CH:40]=[CH:41][C:42]([O:45][C:46]([F:49])([F:47])[F:48])=[CH:43][CH:44]=2)[C:16](=[O:38])[C:17]([CH2:23][C:24]2[CH:25]=[CH:26][C:27]([C:30]3[CH:35]=[CH:34][CH:33]=[CH:32][C:31]=3[C:36]3[NH:3][C:4](=[O:7])[O:5][N:37]=3)=[CH:28][CH:29]=2)=[C:18]([CH2:20][CH2:21][CH3:22])[N:19]=1. (4) Given the reactants C(O)CCCC.C1(C)C=CC(S(O)(=O)=O)=CC=1.[NH2:18][C:19]1[CH:24]=[CH:23][C:22]([N:25]2[CH2:30][CH2:29][C@H:28]([NH2:31])[C@H:27]([F:32])[CH2:26]2)=[CH:21][C:20]=1[O:33][CH3:34].Cl[C:36]1[N:41]=[C:40]([C:42]2[C:50]3[C:45](=[CH:46][CH:47]=[CH:48][CH:49]=3)[NH:44][CH:43]=2)[C:39]([Cl:51])=[CH:38][N:37]=1, predict the reaction product. The product is: [NH2:31][C@H:28]1[CH2:29][CH2:30][N:25]([C:22]2[CH:23]=[CH:24][C:19]([NH:18][C:36]3[N:41]=[C:40]([C:42]4[C:50]5[C:45](=[CH:46][CH:47]=[CH:48][CH:49]=5)[NH:44][CH:43]=4)[C:39]([Cl:51])=[CH:38][N:37]=3)=[C:20]([O:33][CH3:34])[CH:21]=2)[CH2:26][C@H:27]1[F:32]. (5) Given the reactants [O:1]1[C:5]2[CH:6]=[CH:7][C:8]([CH:10]=[C:11]([C:17]([O:19][CH2:20][CH3:21])=[O:18])[C:12]([O:14][CH2:15][CH3:16])=[O:13])=[CH:9][C:4]=2[O:3][CH2:2]1.[CH2:22]([Mg]Cl)[C:23]1[CH:28]=[CH:27][CH:26]=[CH:25][CH:24]=1.[NH4+].[Cl-], predict the reaction product. The product is: [O:1]1[C:5]2[CH:6]=[CH:7][C:8]([CH:10]([CH:11]([C:17]([O:19][CH2:20][CH3:21])=[O:18])[C:12]([O:14][CH2:15][CH3:16])=[O:13])[CH2:22][C:23]3[CH:28]=[CH:27][CH:26]=[CH:25][CH:24]=3)=[CH:9][C:4]=2[O:3][CH2:2]1. (6) Given the reactants [CH3:1][O:2][C:3]1[CH:4]=[C:5]([NH:15][C:16]2[N:21]=[C:20]([C:22](=[O:24])[CH3:23])[CH:19]=[C:18]([CH2:25][O:26][CH2:27][C:28]([F:31])([F:30])[F:29])[N:17]=2)[CH:6]=[CH:7][C:8]=1[C:9]1[O:13][C:12]([CH3:14])=[N:11][CH:10]=1.[CH3:32][Mg]Br.[Cl-].[NH4+], predict the reaction product. The product is: [CH3:1][O:2][C:3]1[CH:4]=[C:5]([NH:15][C:16]2[N:21]=[C:20]([C:22]([OH:24])([CH3:32])[CH3:23])[CH:19]=[C:18]([CH2:25][O:26][CH2:27][C:28]([F:29])([F:30])[F:31])[N:17]=2)[CH:6]=[CH:7][C:8]=1[C:9]1[O:13][C:12]([CH3:14])=[N:11][CH:10]=1. (7) Given the reactants [Br:1][C:2]1[CH:11]=[C:10]2[C:5]([CH2:6][CH2:7][NH:8][CH2:9]2)=[CH:4][CH:3]=1.[CH:12]([O:15][C:16]1[CH:24]=[CH:23][C:22]([S:25]([CH3:28])(=[O:27])=[O:26])=[CH:21][C:17]=1[C:18](O)=[O:19])([CH3:14])[CH3:13], predict the reaction product. The product is: [Br:1][C:2]1[CH:11]=[C:10]2[C:5]([CH2:6][CH2:7][N:8]([C:18]([C:17]3[CH:21]=[C:22]([S:25]([CH3:28])(=[O:27])=[O:26])[CH:23]=[CH:24][C:16]=3[O:15][CH:12]([CH3:14])[CH3:13])=[O:19])[CH2:9]2)=[CH:4][CH:3]=1. (8) Given the reactants [CH:1]([C@:4]1([C:17]([O:19]C)=[O:18])[CH2:8][CH2:7][C@@H:6]([N:9]([CH3:16])[CH:10]2[CH2:15][CH2:14][O:13][CH2:12][CH2:11]2)[CH2:5]1)([CH3:3])[CH3:2].C1COCC1.CO.O[Li].O, predict the reaction product. The product is: [CH:1]([C@:4]1([C:17]([OH:19])=[O:18])[CH2:8][CH2:7][C@@H:6]([N:9]([CH3:16])[CH:10]2[CH2:15][CH2:14][O:13][CH2:12][CH2:11]2)[CH2:5]1)([CH3:3])[CH3:2]. (9) Given the reactants C(O[C:6]([N:8]1[CH2:12][C:11](=[CH:13][C:14]#[N:15])[CH2:10][C@H:9]1[C:16]([OH:18])=O)=[O:7])(C)(C)C.[O:19]=[C:20]1[C:25](C(Cl)=O)=[CH:24][CH:23]=[C:22]([CH2:29][CH2:30][CH2:31][CH2:32][CH3:33])[O:21]1.[O:34]1[CH:38]=[CH:37][CH:36]=[C:35]1[CH2:39][NH2:40], predict the reaction product. The product is: [C:14]([CH:13]=[C:11]1[CH2:12][N:8]([C:6]([C:25]2[C:20](=[O:19])[O:21][C:22]([CH2:29][CH2:30][CH2:31][CH2:32][CH3:33])=[CH:23][CH:24]=2)=[O:7])[C@H:9]([C:16]([NH:40][CH2:39][C:35]2[O:34][CH:38]=[CH:37][CH:36]=2)=[O:18])[CH2:10]1)#[N:15]. (10) Given the reactants [F:1][C:2]1[C:7]([OH:8])=[CH:6][CH:5]=[C:4]([F:9])[C:3]=1[C:10]([NH2:12])=[O:11].Cl[CH2:14][C:15]1[S:16][C:17]2[CH:23]=[C:22]([O:24][CH3:25])[CH:21]=[CH:20][C:18]=2[N:19]=1, predict the reaction product. The product is: [F:1][C:2]1[C:7]([O:8][CH2:14][C:15]2[S:16][C:17]3[CH:23]=[C:22]([O:24][CH3:25])[CH:21]=[CH:20][C:18]=3[N:19]=2)=[CH:6][CH:5]=[C:4]([F:9])[C:3]=1[C:10]([NH2:12])=[O:11].